Dataset: Catalyst prediction with 721,799 reactions and 888 catalyst types from USPTO. Task: Predict which catalyst facilitates the given reaction. Reactant: [NH2:1][C:2]1[CH:6]=[CH:5][S:4][C:3]=1[C:7]([O:9][CH3:10])=[O:8].[CH3:11][O:12][C:13]1[CH:18]=[CH:17][C:16]([S:19](Cl)(=[O:21])=[O:20])=[CH:15][CH:14]=1.N1C=CC=CC=1. Product: [CH3:11][O:12][C:13]1[CH:14]=[CH:15][C:16]([S:19]([NH:1][C:2]2[CH:6]=[CH:5][S:4][C:3]=2[C:7]([O:9][CH3:10])=[O:8])(=[O:21])=[O:20])=[CH:17][CH:18]=1. The catalyst class is: 4.